This data is from Full USPTO retrosynthesis dataset with 1.9M reactions from patents (1976-2016). The task is: Predict the reactants needed to synthesize the given product. (1) Given the product [CH2:1]([O:3][C:4](=[O:26])[CH2:5][N:6]1[C:14]2[CH2:13][CH2:12][CH2:11][CH:10]([NH:15][S:16]([C:19]3[CH:24]=[CH:23][CH:22]=[C:21]([NH:25][C:27](=[O:34])[C:28]4[CH:33]=[CH:32][CH:31]=[CH:30][CH:29]=4)[CH:20]=3)(=[O:18])=[O:17])[C:9]=2[CH:8]=[N:7]1)[CH3:2], predict the reactants needed to synthesize it. The reactants are: [CH2:1]([O:3][C:4](=[O:26])[CH2:5][N:6]1[C:14]2[CH2:13][CH2:12][CH2:11][CH:10]([NH:15][S:16]([C:19]3[CH:24]=[CH:23][CH:22]=[C:21]([NH2:25])[CH:20]=3)(=[O:18])=[O:17])[C:9]=2[CH:8]=[N:7]1)[CH3:2].[C:27](Cl)(=[O:34])[C:28]1[CH:33]=[CH:32][CH:31]=[CH:30][CH:29]=1.C(N(CC)CC)C. (2) Given the product [Cl:10][C:4]1[CH:3]=[C:2]([C:19]2[CH:20]=[N:21][CH:22]=[C:23]([CH:24]=[O:25])[CH:26]=2)[CH:9]=[CH:8][C:5]=1[C:6]#[N:7], predict the reactants needed to synthesize it. The reactants are: Br[C:2]1[CH:9]=[CH:8][C:5]([C:6]#[N:7])=[C:4]([Cl:10])[CH:3]=1.CC1(C)C(C)(C)OB([C:19]2[CH:20]=[N:21][CH:22]=[C:23]([CH:26]=2)[CH:24]=[O:25])O1.C(=O)([O-])[O-].[Na+].[Na+].